This data is from Full USPTO retrosynthesis dataset with 1.9M reactions from patents (1976-2016). The task is: Predict the reactants needed to synthesize the given product. (1) Given the product [Cl:1][C:2]1[N:7]=[C:6]2[CH:8]=[C:9]([C:26]3[C:25]([F:24])=[CH:30][C:29]([O:31][CH3:32])=[CH:28][C:27]=3[F:33])[NH:10][C:5]2=[CH:4][CH:3]=1, predict the reactants needed to synthesize it. The reactants are: [Cl:1][C:2]1[N:7]=[C:6]2[CH:8]=[C:9](OS(C(F)(F)F)(=O)=O)[N:10](C(OCC)=O)[C:5]2=[CH:4][CH:3]=1.[F:24][C:25]1[CH:30]=[C:29]([O:31][CH3:32])[CH:28]=[C:27]([F:33])[C:26]=1B(O)O.C(=O)(O)[O-].[Na+].C1(C)C=CC=CC=1. (2) Given the product [Cl:8][C:6]1[C:7]2[C:4](=[O:10])[NH:3][CH:2]=[N:1][C:2]=2[N:3]([CH3:11])[C:4](=[O:10])[C:5]=1[F:9], predict the reactants needed to synthesize it. The reactants are: [NH2:1][C:2]1(C#N)[CH2:7][C:6]([Cl:8])=[C:5]([F:9])[C:4](=[O:10])[N:3]1[CH3:11].Cl. (3) Given the product [F:17][C:6]([F:5])([F:16])[C:7]1[CH:15]=[C:14]2[C:10]([C:11]([I:3])=[N:12][NH:13]2)=[CH:9][CH:8]=1, predict the reactants needed to synthesize it. The reactants are: [OH-].[K+].[I:3]I.[F:5][C:6]([F:17])([F:16])[C:7]1[CH:15]=[C:14]2[C:10]([CH:11]=[N:12][NH:13]2)=[CH:9][CH:8]=1.S([O-])([O-])(=O)=S.[Na+].[Na+]. (4) Given the product [CH3:15][C:8]1[C:7]([C:5]2[CH:4]=[CH:3][N:33]=[C:31]([NH:30][C:26]3[CH:27]=[CH:28][CH:29]=[C:24]([N+:21]([O-:23])=[O:22])[CH:25]=3)[N:32]=2)=[C:11]([CH3:12])[NH:10][C:9]=1[C:13]#[N:14], predict the reactants needed to synthesize it. The reactants are: CN(C)[CH:3]=[CH:4][C:5]([C:7]1[C:8]([CH3:15])=[C:9]([C:13]#[N:14])[NH:10][C:11]=1[CH3:12])=O.[N+]([O-])(O)=O.[N+:21]([C:24]1[CH:25]=[C:26]([NH:30][C:31]([NH2:33])=[NH:32])[CH:27]=[CH:28][CH:29]=1)([O-:23])=[O:22].C([O-])([O-])=O.[K+].[K+]. (5) Given the product [CH2:1]([O:8][C:9]1[CH:16]=[CH:15][C:14]([Cl:17])=[CH:13][C:10]=1[C:11](=[O:12])[CH2:19][CH2:18][C:20](=[O:21])[CH3:22])[C:2]1[CH:3]=[CH:4][CH:5]=[CH:6][CH:7]=1, predict the reactants needed to synthesize it. The reactants are: [CH2:1]([O:8][C:9]1[CH:16]=[CH:15][C:14]([Cl:17])=[CH:13][C:10]=1[CH:11]=[O:12])[C:2]1[CH:7]=[CH:6][CH:5]=[CH:4][CH:3]=1.[CH:18]([C:20]([CH3:22])=[O:21])=[CH2:19].C(N(CC)CC)C.